From a dataset of Forward reaction prediction with 1.9M reactions from USPTO patents (1976-2016). Predict the product of the given reaction. (1) Given the reactants [N+:1]([C:4]1[CH:8]=[CH:7][NH:6][N:5]=1)([O-:3])=[O:2].Br[C:10]1[CH:15]=[CH:14][C:13]([CH3:16])=[C:12]([CH3:17])[CH:11]=1.N1CCC[C@H]1C(O)=O.C(=O)([O-])[O-].[K+].[K+], predict the reaction product. The product is: [CH3:17][C:12]1[CH:11]=[C:10]([N:6]2[CH:7]=[CH:8][C:4]([N+:1]([O-:3])=[O:2])=[N:5]2)[CH:15]=[CH:14][C:13]=1[CH3:16]. (2) The product is: [O:40]=[S:26]1(=[O:25])[CH2:27][CH2:28][N:29]([CH2:32][C:33]2[CH:38]=[CH:37][C:36]([NH:39][C:22]([C:19]3[CH:18]=[CH:17][C:16]([C:3]4[C:2]([CH3:1])=[CH:7][CH:6]=[C:5]([NH:8][C:9]([C:11]5[S:12][CH:13]=[CH:14][CH:15]=5)=[O:10])[CH:4]=4)=[CH:21][CH:20]=3)=[O:23])=[CH:35][CH:34]=2)[CH2:30][CH2:31]1. Given the reactants [CH3:1][C:2]1[CH:7]=[CH:6][C:5]([NH:8][C:9]([C:11]2[S:12][CH:13]=[CH:14][CH:15]=2)=[O:10])=[CH:4][C:3]=1[C:16]1[CH:21]=[CH:20][C:19]([C:22](O)=[O:23])=[CH:18][CH:17]=1.[O:25]=[S:26]1(=[O:40])[CH2:31][CH2:30][N:29]([CH2:32][C:33]2[CH:38]=[CH:37][C:36]([NH2:39])=[CH:35][CH:34]=2)[CH2:28][CH2:27]1.CCN=C=NCCCN(C)C.C1C=CC2N(O)N=NC=2C=1.CN1CCOCC1, predict the reaction product. (3) Given the reactants [N+:1]([C:4]1[CH:5]=[C:6]2[C:10](=[CH:11][CH:12]=1)[NH:9][CH:8]=[CH:7]2)([O-:3])=[O:2].[CH2:13]([N:15]1[CH2:20][CH2:19][C:18](=O)[CH2:17][CH2:16]1)[CH3:14].N1CCCC1, predict the reaction product. The product is: [CH2:13]([N:15]1[CH2:16][CH:17]=[C:18]([C:7]2[C:6]3[C:10](=[CH:11][CH:12]=[C:4]([N+:1]([O-:3])=[O:2])[CH:5]=3)[NH:9][CH:8]=2)[CH2:19][CH2:20]1)[CH3:14].